From a dataset of Catalyst prediction with 721,799 reactions and 888 catalyst types from USPTO. Predict which catalyst facilitates the given reaction. Reactant: ClC[O:3][C:4](=[O:12])[CH:5]([CH2:9][CH2:10][CH3:11])[CH2:6][CH2:7][CH3:8].CCN(CC)CC. Product: [CH2:6]([CH:5]([CH2:9][CH2:10][CH3:11])[C:4]([OH:12])=[O:3])[CH2:7][CH3:8]. The catalyst class is: 573.